This data is from TCR-epitope binding with 47,182 pairs between 192 epitopes and 23,139 TCRs. The task is: Binary Classification. Given a T-cell receptor sequence (or CDR3 region) and an epitope sequence, predict whether binding occurs between them. The epitope is HPVGEADYFEY. The TCR CDR3 sequence is CASSLDGGLSYNEQFF. Result: 0 (the TCR does not bind to the epitope).